From a dataset of Catalyst prediction with 721,799 reactions and 888 catalyst types from USPTO. Predict which catalyst facilitates the given reaction. (1) Product: [C:27]([O:31][C:32](=[O:47])[CH2:33][CH2:34][N:35]([C:40]([O:42][C:43]([CH3:46])([CH3:45])[CH3:44])=[O:41])[CH2:36][C:37](=[O:38])[N:17]1[C:18]2[C:14](=[CH:13][C:12]([O:11][CH2:10][C:9]3[CH:21]=[CH:22][C:6]([CH2:2][CH:3]([CH3:5])[CH3:4])=[CH:7][C:8]=3[C:23]([F:26])([F:24])[F:25])=[CH:20][CH:19]=2)[CH2:15][CH2:16]1)([CH3:29])([CH3:30])[CH3:28]. Reactant: Cl.[CH2:2]([C:6]1[CH:22]=[CH:21][C:9]([CH2:10][O:11][C:12]2[CH:13]=[C:14]3[C:18](=[CH:19][CH:20]=2)[NH:17][CH2:16][CH2:15]3)=[C:8]([C:23]([F:26])([F:25])[F:24])[CH:7]=1)[CH:3]([CH3:5])[CH3:4].[C:27]([O:31][C:32](=[O:47])[CH2:33][CH2:34][N:35]([C:40]([O:42][C:43]([CH3:46])([CH3:45])[CH3:44])=[O:41])[CH2:36][C:37](O)=[O:38])([CH3:30])([CH3:29])[CH3:28].CCN(C(C)C)C(C)C.C1C=CC2N(O)N=NC=2C=1.CCN=C=NCCCN(C)C.Cl.C(=O)(O)[O-].[Na+]. The catalyst class is: 3. (2) Reactant: [CH3:1][O:2][C:3]1[CH:4]=[C:5]2[C:9](=[CH:10][CH:11]=1)[C:8](=O)[CH2:7][CH2:6]2.Cl.[NH2:14][OH:15].C([O-])(=O)C.[Na+]. Product: [CH3:1][O:2][C:3]1[CH:4]=[C:5]2[C:9](=[CH:10][CH:11]=1)[C:8](=[N:14][OH:15])[CH2:7][CH2:6]2. The catalyst class is: 799.